From a dataset of NCI-60 drug combinations with 297,098 pairs across 59 cell lines. Regression. Given two drug SMILES strings and cell line genomic features, predict the synergy score measuring deviation from expected non-interaction effect. Drug 1: CC1C(C(=O)NC(C(=O)N2CCCC2C(=O)N(CC(=O)N(C(C(=O)O1)C(C)C)C)C)C(C)C)NC(=O)C3=C4C(=C(C=C3)C)OC5=C(C(=O)C(=C(C5=N4)C(=O)NC6C(OC(=O)C(N(C(=O)CN(C(=O)C7CCCN7C(=O)C(NC6=O)C(C)C)C)C)C(C)C)C)N)C. Drug 2: C1CN(CCN1C(=O)CCBr)C(=O)CCBr. Cell line: TK-10. Synergy scores: CSS=9.15, Synergy_ZIP=-5.43, Synergy_Bliss=-1.81, Synergy_Loewe=-5.71, Synergy_HSA=-0.827.